This data is from Full USPTO retrosynthesis dataset with 1.9M reactions from patents (1976-2016). The task is: Predict the reactants needed to synthesize the given product. (1) Given the product [C:7]([O:11][C:12](=[O:13])[N:14]([C@H:15]1[CH2:16][CH2:17][C@@H:18]([OH:21])[CH2:19][CH2:20]1)[CH3:30])([CH3:10])([CH3:8])[CH3:9], predict the reactants needed to synthesize it. The reactants are: C(=O)([O-])[O-].[K+].[K+].[C:7]([O:11][C:12]([N:14]([CH3:30])[C@@H:15]1[CH2:20][CH2:19][C@H:18]([O:21]C(=O)C2C=CC=CC=2)[CH2:17][CH2:16]1)=[O:13])([CH3:10])([CH3:9])[CH3:8].[OH-].[Na+]. (2) Given the product [C:34]([N:5]1[C:6]2[C:11](=[N:10][C:9]([O:26][CH3:27])=[CH:8][CH:7]=2)[C@H:12]([NH:15][C:16](=[O:25])[O:17][CH2:18][C:19]2[CH:20]=[CH:21][CH:22]=[CH:23][CH:24]=2)[C@@H:13]([CH3:14])[C@@H:4]1[CH:1]1[CH2:3][CH2:2]1)(=[O:36])[CH3:35], predict the reactants needed to synthesize it. The reactants are: [CH:1]1([C@H:4]2[C@H:13]([CH3:14])[C@@H:12]([NH:15][C:16](=[O:25])[O:17][CH2:18][C:19]3[CH:24]=[CH:23][CH:22]=[CH:21][CH:20]=3)[C:11]3[C:6](=[CH:7][CH:8]=[C:9]([O:26][CH3:27])[N:10]=3)[NH:5]2)[CH2:3][CH2:2]1.N1C=CC=CC=1.[C:34](Cl)(=[O:36])[CH3:35]. (3) Given the product [CH3:25][O:24][C:3]1[CH:4]=[C:5]2[C:10](=[CH:11][C:2]=1[O:1][CH2:52][CH:49]([CH2:50][OH:51])[CH2:48][OH:47])[N:9]=[CH:8][CH:7]=[C:6]2[O:12][C:13]1[C:14]([CH3:23])=[N:15][C:16]2[C:21]([CH:22]=1)=[CH:20][N:19]=[CH:18][CH:17]=2, predict the reactants needed to synthesize it. The reactants are: [OH:1][C:2]1[CH:11]=[C:10]2[C:5]([C:6]([O:12][C:13]3[C:14]([CH3:23])=[N:15][C:16]4[C:21]([CH:22]=3)=[CH:20][N:19]=[CH:18][CH:17]=4)=[CH:7][CH:8]=[N:9]2)=[CH:4][C:3]=1[O:24][CH3:25].C1(P(C2C=CC=CC=2)C2C=CC=CC=2)C=CC=CC=1.CC1(C)[O:51][CH2:50][CH:49]([CH2:52]O)[CH2:48][O:47]1.S(=O)(=O)(O)O.[OH-].[Na+]. (4) Given the product [C:19]([NH:22][C:23]1[CH:59]=[CH:58][N:26]([C@@H:27]2[O:57][C@H:31]([CH2:32][O:33][C:34]([C:51]3[CH:56]=[CH:55][CH:54]=[CH:53][CH:52]=3)([C:43]3[CH:48]=[CH:47][C:46]([O:49][CH3:50])=[CH:45][CH:44]=3)[C:35]3[CH:36]=[CH:37][C:38]([O:41][CH3:42])=[CH:39][CH:40]=3)[C@@H:29]([O:30][P:8]([N:12]([CH:13]([CH3:14])[CH3:15])[CH:16]([CH3:17])[CH3:18])([O:9][CH2:79][CH2:78][CH2:77][O:76][C@@H:75]3[O:81][C@H:82]([CH2:93][O:94][C:95](=[O:97])[CH3:96])[C@@H:83]([O:89][C:90](=[O:92])[CH3:91])[C@H:84]([O:85][C:86](=[O:88])[CH3:87])[C@H:74]3[O:73][C:70](=[O:72])[CH3:71])=[O:10])[CH2:28]2)[C:25](=[O:60])[N:24]=1)(=[O:21])[CH3:20], predict the reactants needed to synthesize it. The reactants are: C(N([P:8]([N:12]([CH:16]([CH3:18])[CH3:17])[CH:13]([CH3:15])[CH3:14])(Cl)([O-:10])[O-:9])C(C)C)(C)C.[C:19]([NH:22][C:23]1[CH:59]=[CH:58][N:26]([C@@H:27]2[O:57][C@H:31]([CH2:32][O:33][C:34]([C:51]3[CH:56]=[CH:55][CH:54]=[CH:53][CH:52]=3)([C:43]3[CH:48]=[CH:47][C:46]([O:49][CH3:50])=[CH:45][CH:44]=3)[C:35]3[CH:40]=[CH:39][C:38]([O:41][CH3:42])=[CH:37][CH:36]=3)[C@@H:29]([OH:30])[CH2:28]2)[C:25](=[O:60])[N:24]=1)(=[O:21])[CH3:20].C(N(C(C)C)C(C)C)C.[C:70]([O:73][C@@H:74]1[C@@H:84]([O:85][C:86](=[O:88])[CH3:87])[C@H:83]([O:89][C:90](=[O:92])[CH3:91])[C@@H:82]([CH2:93][O:94][C:95](=[O:97])[CH3:96])[O:81][C@H:75]1[O:76][CH2:77][CH2:78][CH2:79]O)(=[O:72])[CH3:71].N1C=NN=N1.